From a dataset of Full USPTO retrosynthesis dataset with 1.9M reactions from patents (1976-2016). Predict the reactants needed to synthesize the given product. (1) Given the product [F:40][C:19]1[CH:20]=[C:21]([N:24]([C:33]2[CH:34]=[CH:35][C:36]([F:39])=[CH:37][CH:38]=2)[C:25]([C:27]2([C:30]([NH2:32])=[O:31])[CH2:29][CH2:28]2)=[O:26])[CH:22]=[CH:23][C:18]=1[O:17][C:16]1[CH:15]=[CH:14][N:13]=[C:12]2[NH:8][N:9]=[C:10]([CH2:41][CH2:42][N:43]3[CH2:44][CH2:45][N:46]([CH3:49])[CH2:47][CH2:48]3)[C:11]=12, predict the reactants needed to synthesize it. The reactants are: COC1C=CC(C[N:8]2[C:12]3=[N:13][CH:14]=[CH:15][C:16]([O:17][C:18]4[CH:23]=[CH:22][C:21]([N:24]([C:33]5[CH:38]=[CH:37][C:36]([F:39])=[CH:35][CH:34]=5)[C:25]([C:27]5([C:30]([NH2:32])=[O:31])[CH2:29][CH2:28]5)=[O:26])=[CH:20][C:19]=4[F:40])=[C:11]3[C:10]([CH2:41][CH2:42][N:43]3[CH2:48][CH2:47][N:46]([CH3:49])[CH2:45][CH2:44]3)=[N:9]2)=CC=1.C(O)(C(F)(F)F)=O. (2) Given the product [NH2:38][C:37]1[C:41]([OH:40])=[C:33]([S:30]([N:27]2[CH2:28][CH2:29][NH:24][CH2:25][CH2:26]2)(=[O:32])=[O:31])[C:34]([Cl:46])=[CH:35][CH:36]=1, predict the reactants needed to synthesize it. The reactants are: O1C2C=CC=CC=2N=C1.NC1C=CC=CC=1.C(OC([N:24]1[CH2:29][CH2:28][N:27]([S:30]([C:33]2[C:41]3[O:40]C(C(C)(C)C)=[N:38][C:37]=3[CH:36]=[CH:35][C:34]=2[Cl:46])(=[O:32])=[O:31])[CH2:26][CH2:25]1)=O)(C)(C)C.OS(O)(=O)=O. (3) Given the product [CH3:39][O:40][C:41]1[CH:46]=[CH:45][C:44]([O:47][C:2]2[CH:7]=[CH:6][C:5]([S:8]([CH:11]3[CH2:17][CH2:16][CH2:15][CH2:14][N:13]([O:18][C:19]([C:32]4[CH:37]=[CH:36][CH:35]=[CH:34][CH:33]=4)([C:26]4[CH:31]=[CH:30][CH:29]=[CH:28][CH:27]=4)[C:20]4[CH:25]=[CH:24][CH:23]=[CH:22][CH:21]=4)[C:12]3=[O:38])(=[O:10])=[O:9])=[CH:4][CH:3]=2)=[CH:43][CH:42]=1, predict the reactants needed to synthesize it. The reactants are: F[C:2]1[CH:7]=[CH:6][C:5]([S:8]([CH:11]2[CH2:17][CH2:16][CH2:15][CH2:14][N:13]([O:18][C:19]([C:32]3[CH:37]=[CH:36][CH:35]=[CH:34][CH:33]=3)([C:26]3[CH:31]=[CH:30][CH:29]=[CH:28][CH:27]=3)[C:20]3[CH:25]=[CH:24][CH:23]=[CH:22][CH:21]=3)[C:12]2=[O:38])(=[O:10])=[O:9])=[CH:4][CH:3]=1.[CH3:39][O:40][C:41]1[CH:46]=[CH:45][C:44]([OH:47])=[CH:43][CH:42]=1.C([O-])([O-])=O.[K+].[K+]. (4) Given the product [CH3:2][C:3]1[N:4]=[C:5]([C@H:8]2[CH2:12][CH2:11][CH2:10][NH:9]2)[S:6][CH:7]=1, predict the reactants needed to synthesize it. The reactants are: Br.[CH3:2][C:3]1[N:4]=[C:5]([C@H:8]2[CH2:12][CH2:11][CH2:10][N:9]2C(OCC2C=CC=CC=2)=O)[S:6][CH:7]=1.CCOCC. (5) The reactants are: [O:1]1[C:5]2[CH:6]=[CH:7][C:8]([C:10]3[S:11][CH:12]=[C:13]([C:15]([NH:17][C:18]4[NH:22][N:21]=[C:20]([C:23](OCC)=[O:24])[N:19]=4)=[O:16])[N:14]=3)=[CH:9][C:4]=2[CH2:3][CH2:2]1.[NH:28]1[CH2:33][CH2:32][O:31][CH2:30][CH2:29]1. Given the product [O:1]1[C:5]2[CH:6]=[CH:7][C:8]([C:10]3[S:11][CH:12]=[C:13]([C:15]([NH:17][C:18]4[NH:19][C:20]([C:23]([N:28]5[CH2:33][CH2:32][O:31][CH2:30][CH2:29]5)=[O:24])=[N:21][N:22]=4)=[O:16])[N:14]=3)=[CH:9][C:4]=2[CH2:3][CH2:2]1, predict the reactants needed to synthesize it. (6) Given the product [C:83]([C:80]1[N:81]=[CH:82][C:77]([C:67]2[C:68]3[C:69]4[C:74](=[CH:73][CH:72]=[CH:71][CH:70]=4)[N:75]([C:2]4[CH:14]=[CH:13][C:5]([C:6]([O:8][C:9]([CH3:12])([CH3:11])[CH3:10])=[O:7])=[C:4]([F:15])[CH:3]=4)[C:76]=3[CH:64]=[CH:65][CH:66]=2)=[CH:78][CH:79]=1)#[N:84], predict the reactants needed to synthesize it. The reactants are: Br[C:2]1[CH:14]=[CH:13][C:5]([C:6]([O:8][C:9]([CH3:12])([CH3:11])[CH3:10])=[O:7])=[C:4]([F:15])[CH:3]=1.C(=O)([O-])[O-].[Cs+].[Cs+].CC1(C)C2C=CC=C(P(C3C=CC=CC=3)C3C=CC=CC=3)C=2OC2C1=CC=CC=2P(C1C=CC=CC=1)C1C=CC=CC=1.[CH:64]1[C:76]2[NH:75][C:74]3[C:69](=[CH:70][CH:71]=[CH:72][CH:73]=3)[C:68]=2[C:67]([C:77]2[CH:78]=[CH:79][C:80]([C:83]#[N:84])=[N:81][CH:82]=2)=[CH:66][CH:65]=1. (7) Given the product [Cl:1][C:2]1[N:3]=[C:4]([N:18]2[CH2:23][CH2:22][O:21][CH2:20][CH2:19]2)[C:5]2[S:10][C:9]([C:11]3[CH:12]=[C:13]([NH:17][C:24](=[O:28])[C@@H:25]([OH:26])[CH3:27])[CH:14]=[CH:15][CH:16]=3)=[CH:8][C:6]=2[N:7]=1, predict the reactants needed to synthesize it. The reactants are: [Cl:1][C:2]1[N:3]=[C:4]([N:18]2[CH2:23][CH2:22][O:21][CH2:20][CH2:19]2)[C:5]2[S:10][C:9]([C:11]3[CH:12]=[C:13]([NH2:17])[CH:14]=[CH:15][CH:16]=3)=[CH:8][C:6]=2[N:7]=1.[C:24](O)(=[O:28])[C@H:25]([CH3:27])[OH:26]. (8) Given the product [NH2:12][C:11]([C:9]1[CH:10]=[C:2]([Br:1])[CH:3]=[C:4]2[C:8]=1[NH:7][N:6]=[C:5]2[CH:13]1[CH2:14][CH2:15][N:16]([C:19]([O:21][C:4]([CH3:8])([CH3:5])[CH3:3])=[O:20])[CH2:17][CH2:18]1)=[O:22], predict the reactants needed to synthesize it. The reactants are: [Br:1][C:2]1[CH:3]=[C:4]2[C:8](=[C:9]([C:11]#[N:12])[CH:10]=1)[NH:7][N:6]=[C:5]2[CH:13]1[CH2:18][CH2:17][N:16]([C:19]([O-:21])=[O:20])[CH2:15][CH2:14]1.[OH-:22].[K+]. (9) Given the product [F:29][C:25]1[CH:24]=[C:23]([CH:28]=[CH:27][CH:26]=1)[CH2:22][N:20]1[CH:21]=[C:17]([C:16]2[C:10]3[C:11](=[N:12][CH:13]=[C:8]([C:6]4[CH:5]=[CH:4][C:3]([N:30]5[CH2:31][CH2:32][NH:33][CH2:34][CH2:35]5)=[C:2]([CH:7]=4)[NH2:1])[CH:9]=3)[NH:14][CH:15]=2)[CH:18]=[N:19]1, predict the reactants needed to synthesize it. The reactants are: [NH2:1][C:2]1[CH:7]=[C:6]([C:8]2[CH:9]=[C:10]3[C:16]([C:17]4[CH:18]=[N:19][N:20]([CH2:22][C:23]5[CH:28]=[CH:27][CH:26]=[C:25]([F:29])[CH:24]=5)[CH:21]=4)=[CH:15][NH:14][C:11]3=[N:12][CH:13]=2)[CH:5]=[CH:4][C:3]=1[N:30]1[CH2:35][CH2:34][N:33](C(OC(C)(C)C)=O)[CH2:32][CH2:31]1.